From a dataset of Full USPTO retrosynthesis dataset with 1.9M reactions from patents (1976-2016). Predict the reactants needed to synthesize the given product. Given the product [CH2:1]([N:8]1[CH2:12][C@H:11]([C:13]2[CH:18]=[CH:17][C:16]([F:19])=[C:15]([F:20])[CH:14]=2)[C@@H:10]([C@H:21]([OH:23])[CH3:22])[CH2:9]1)[C:2]1[CH:3]=[CH:4][CH:5]=[CH:6][CH:7]=1, predict the reactants needed to synthesize it. The reactants are: [CH2:1]([N:8]1[CH2:12][C@H:11]([C:13]2[CH:18]=[CH:17][C:16]([F:19])=[C:15]([F:20])[CH:14]=2)[C@@H:10]([C:21](=[O:23])[CH3:22])[CH2:9]1)[C:2]1[CH:7]=[CH:6][CH:5]=[CH:4][CH:3]=1.[H-].[H-].[H-].[H-].[Li+].[Al+3].